From a dataset of Full USPTO retrosynthesis dataset with 1.9M reactions from patents (1976-2016). Predict the reactants needed to synthesize the given product. The reactants are: CC(C)([O-])C.[Na+].C1(P(C2C=CC=CC=2)C2C=CC3C(=CC=CC=3)C=2C2C3C(=CC=CC=3)C=CC=2P(C2C=CC=CC=2)C2C=CC=CC=2)C=CC=CC=1.Br[C:54]1[CH:73]=[C:72]([F:74])[CH:71]=[CH:70][C:55]=1[O:56][CH:57]1[CH2:62][CH2:61][N:60]([C:63]([O:65][C:66]([CH3:69])([CH3:68])[CH3:67])=[O:64])[CH2:59][CH2:58]1.[NH:75]1[CH2:80][CH2:79][O:78][CH2:77][CH2:76]1. Given the product [F:74][C:72]1[CH:71]=[CH:70][C:55]([O:56][CH:57]2[CH2:62][CH2:61][N:60]([C:63]([O:65][C:66]([CH3:69])([CH3:68])[CH3:67])=[O:64])[CH2:59][CH2:58]2)=[C:54]([N:75]2[CH2:80][CH2:79][O:78][CH2:77][CH2:76]2)[CH:73]=1, predict the reactants needed to synthesize it.